The task is: Regression. Given two drug SMILES strings and cell line genomic features, predict the synergy score measuring deviation from expected non-interaction effect.. This data is from NCI-60 drug combinations with 297,098 pairs across 59 cell lines. (1) Drug 1: C1CN1P(=S)(N2CC2)N3CC3. Drug 2: C1=NC2=C(N=C(N=C2N1C3C(C(C(O3)CO)O)O)F)N. Cell line: HOP-62. Synergy scores: CSS=51.1, Synergy_ZIP=0.834, Synergy_Bliss=3.37, Synergy_Loewe=0.195, Synergy_HSA=1.65. (2) Drug 1: CC1=CC2C(CCC3(C2CCC3(C(=O)C)OC(=O)C)C)C4(C1=CC(=O)CC4)C. Drug 2: CC1C(C(CC(O1)OC2CC(CC3=C2C(=C4C(=C3O)C(=O)C5=C(C4=O)C(=CC=C5)OC)O)(C(=O)CO)O)N)O.Cl. Cell line: NCI/ADR-RES. Synergy scores: CSS=22.5, Synergy_ZIP=-3.58, Synergy_Bliss=3.80, Synergy_Loewe=5.83, Synergy_HSA=6.03. (3) Drug 1: CCC1(CC2CC(C3=C(CCN(C2)C1)C4=CC=CC=C4N3)(C5=C(C=C6C(=C5)C78CCN9C7C(C=CC9)(C(C(C8N6C=O)(C(=O)OC)O)OC(=O)C)CC)OC)C(=O)OC)O.OS(=O)(=O)O. Drug 2: CC1C(C(CC(O1)OC2CC(OC(C2O)C)OC3=CC4=CC5=C(C(=O)C(C(C5)C(C(=O)C(C(C)O)O)OC)OC6CC(C(C(O6)C)O)OC7CC(C(C(O7)C)O)OC8CC(C(C(O8)C)O)(C)O)C(=C4C(=C3C)O)O)O)O. Cell line: UO-31. Synergy scores: CSS=19.8, Synergy_ZIP=-0.589, Synergy_Bliss=-0.371, Synergy_Loewe=-6.47, Synergy_HSA=-0.604. (4) Cell line: SK-MEL-28. Synergy scores: CSS=6.95, Synergy_ZIP=-3.00, Synergy_Bliss=-0.143, Synergy_Loewe=-11.2, Synergy_HSA=-2.74. Drug 1: C1CC(C1)(C(=O)O)C(=O)O.[NH2-].[NH2-].[Pt+2]. Drug 2: C1CCC(C(C1)N)N.C(=O)(C(=O)[O-])[O-].[Pt+4]. (5) Drug 1: CC(CN1CC(=O)NC(=O)C1)N2CC(=O)NC(=O)C2. Drug 2: C1=CN(C(=O)N=C1N)C2C(C(C(O2)CO)O)O.Cl. Cell line: U251. Synergy scores: CSS=32.5, Synergy_ZIP=-10.8, Synergy_Bliss=-3.66, Synergy_Loewe=-1.17, Synergy_HSA=-0.0629. (6) Drug 1: CNC(=O)C1=CC=CC=C1SC2=CC3=C(C=C2)C(=NN3)C=CC4=CC=CC=N4. Drug 2: CC1=CC=C(C=C1)C2=CC(=NN2C3=CC=C(C=C3)S(=O)(=O)N)C(F)(F)F. Cell line: NCIH23. Synergy scores: CSS=5.93, Synergy_ZIP=-1.82, Synergy_Bliss=-0.265, Synergy_Loewe=-1.36, Synergy_HSA=-0.990.